Dataset: Catalyst prediction with 721,799 reactions and 888 catalyst types from USPTO. Task: Predict which catalyst facilitates the given reaction. (1) Reactant: [CH2:1]([O:3][C:4](=[O:34])[CH:5]=[CH:6][C:7]1[C:8]([O:14][CH2:15][C:16]([N:18]2[CH2:23][C@H:22]([CH3:24])[N:21]([CH2:25][C:26]3[CH:31]=[CH:30][C:29]([F:32])=[CH:28][CH:27]=3)[CH2:20][C@H:19]2[CH3:33])=[O:17])=[N:9][CH:10]=[C:11]([Cl:13])[CH:12]=1)[CH3:2].[H][H]. Product: [CH2:1]([O:3][C:4](=[O:34])[CH2:5][CH2:6][C:7]1[C:8]([O:14][CH2:15][C:16]([N:18]2[CH2:23][C@H:22]([CH3:24])[N:21]([CH2:25][C:26]3[CH:31]=[CH:30][C:29]([F:32])=[CH:28][CH:27]=3)[CH2:20][C@H:19]2[CH3:33])=[O:17])=[N:9][CH:10]=[C:11]([Cl:13])[CH:12]=1)[CH3:2]. The catalyst class is: 810. (2) Reactant: [CH2:1]([N:3]1[CH2:8][CH2:7][C:6]([S:19]([C:22]2[CH:27]=[CH:26][C:25]([C:28]3[CH:33]=[CH:32][C:31]([O:34][C:35]([F:40])([F:39])[CH:36]([F:38])[F:37])=[CH:30][CH:29]=3)=[CH:24][CH:23]=2)(=[O:21])=[O:20])([C:9]([NH:11][O:12]C2CCCCO2)=[O:10])[CH2:5][CH2:4]1)[CH3:2].CO.[ClH:43]. Product: [ClH:43].[OH:12][NH:11][C:9]([C:6]1([S:19]([C:22]2[CH:23]=[CH:24][C:25]([C:28]3[CH:33]=[CH:32][C:31]([O:34][C:35]([F:40])([F:39])[CH:36]([F:38])[F:37])=[CH:30][CH:29]=3)=[CH:26][CH:27]=2)(=[O:21])=[O:20])[CH2:5][CH2:4][N:3]([CH2:1][CH3:2])[CH2:8][CH2:7]1)=[O:10]. The catalyst class is: 12. (3) Reactant: [NH2:1][C@@H:2]([CH2:34][C:35]1[CH:40]=[CH:39][CH:38]=[CH:37][CH:36]=1)[CH2:3][C@H:4]([OH:33])[C@@H:5]([NH:20][C:21]([C@@H:23]([NH:28][C:29](=[O:32])[O:30][CH3:31])[C:24]([CH3:27])([CH3:26])[CH3:25])=[O:22])[CH2:6][C:7]1[CH:12]=[CH:11][C:10]([C:13]2[CH:18]=[CH:17][C:16]([CH3:19])=[CH:15][N:14]=2)=[CH:9][CH:8]=1.[CH3:41][O:42][C:43]([NH:45][C@@H:46]([C:50]([CH3:53])([CH3:52])[CH3:51])[C:47](O)=[O:48])=[O:44].CCOP(ON1N=NC2C=CC=CC=2C1=O)(OCC)=O.C(N(CC)C(C)C)(C)C. Product: [CH3:31][O:30][C:29](=[O:32])[NH:28][C@@H:23]([C:24]([CH3:26])([CH3:25])[CH3:27])[C:21](=[O:22])[NH:20][C@@H:5]([CH2:6][C:7]1[CH:12]=[CH:11][C:10]([C:13]2[CH:18]=[CH:17][C:16]([CH3:19])=[CH:15][N:14]=2)=[CH:9][CH:8]=1)[C@@H:4]([OH:33])[CH2:3][C@H:2]([CH2:34][C:35]1[CH:36]=[CH:37][CH:38]=[CH:39][CH:40]=1)[NH:1][C:47](=[O:48])[C@H:46]([C:50]([CH3:52])([CH3:51])[CH3:53])[NH:45][C:43](=[O:44])[O:42][CH3:41]. The catalyst class is: 1. (4) Reactant: [O:1]=[C:2]1[C:11]2[C:6](=[CH:7][CH:8]=[CH:9][CH:10]=2)[O:5][C:4]([C:12]([O:14][CH2:15][CH3:16])=[O:13])=[CH:3]1.C(OC(=O)C)(=O)C. Product: [O:1]=[C:2]1[C:11]2[C:6](=[CH:7][CH:8]=[CH:9][CH:10]=2)[O:5][CH:4]([C:12]([O:14][CH2:15][CH3:16])=[O:13])[CH2:3]1. The catalyst class is: 45. (5) Reactant: [Cl:1][C:2]1[CH:21]=[CH:20][C:19]([C:22]2[CH:27]=[CH:26][CH:25]=[C:24](Cl)[N:23]=2)=[CH:18][C:3]=1[C:4]([NH:6][CH2:7][C:8]12[CH2:17][CH:12]3[CH2:13][CH:14]([CH2:16][CH:10]([CH2:11]3)[CH2:9]1)[CH2:15]2)=[O:5].[CH3:29][S:30]([NH2:33])(=[O:32])=[O:31].C(=O)([O-])[O-].[K+].[K+]. Product: [C:4]([O-:5])(=[O:31])[CH3:3].[NH4+:6].[Cl:1][C:2]1[CH:21]=[CH:20][C:19]([C:22]2[CH:27]=[CH:26][CH:25]=[C:24]([NH:33][S:30]([CH3:29])(=[O:32])=[O:31])[N:23]=2)=[CH:18][C:3]=1[C:4]([NH:6][CH2:7][C:8]12[CH2:9][CH:10]3[CH2:16][CH:14]([CH2:13][CH:12]([CH2:11]3)[CH2:17]1)[CH2:15]2)=[O:5]. The catalyst class is: 16. (6) Reactant: [OH:1][C@H:2]1[CH2:17][C:16](=[O:18])[O:15][O:14][C@H:13](/[CH:19]=[CH:20]/[CH2:21][CH2:22][SH:23])[CH2:12][C:11](=[O:24])[NH:10][C@H:9]([CH:25]([CH3:27])[CH3:26])[C:8](=[O:28])[NH:7][C@H:6]([CH3:29])[C:5](=[O:30])[NH:4][C@@H:3]1[CH:31]([CH3:33])[CH3:32].C(N(C(C)C)CC)(C)C.[C:43](Cl)(=[O:45])[CH3:44].Cl. Product: [OH:1][C@H:2]1[CH2:17][C:16](=[O:18])[O:15][O:14][C@H:13](/[CH:19]=[CH:20]/[CH2:21][CH2:22][S:23][C:43](=[O:45])[CH3:44])[CH2:12][C:11](=[O:24])[NH:10][C@H:9]([CH:25]([CH3:27])[CH3:26])[C:8](=[O:28])[NH:7][C@H:6]([CH3:29])[C:5](=[O:30])[NH:4][C@@H:3]1[CH:31]([CH3:33])[CH3:32]. The catalyst class is: 91. (7) Reactant: [Cl:1][C:2]1[CH:7]=[CH:6][C:5]([S:8]([N:11]([C@H:19]([CH2:23][CH:24]([CH3:26])[CH3:25])[C:20]([NH2:22])=[O:21])[CH2:12][CH:13]2[CH2:18][CH2:17][NH:16][CH2:15][CH2:14]2)(=[O:10])=[O:9])=[CH:4][CH:3]=1.CCN(CC)CC.[N:34]([CH2:37][CH2:38][C:39]1[CH:44]=[CH:43][CH:42]=[CH:41][CH:40]=1)=[C:35]=[O:36].C([O-])(O)=O.[Na+]. Product: [CH2:37]([NH:34][C:35]([N:16]1[CH2:15][CH2:14][CH:13]([CH2:12][N:11]([C@@H:19]([C:20](=[O:21])[NH2:22])[CH2:23][CH:24]([CH3:26])[CH3:25])[S:8]([C:5]2[CH:6]=[CH:7][C:2]([Cl:1])=[CH:3][CH:4]=2)(=[O:9])=[O:10])[CH2:18][CH2:17]1)=[O:36])[CH2:38][C:39]1[CH:44]=[CH:43][CH:42]=[CH:41][CH:40]=1. The catalyst class is: 2. (8) Reactant: CCN(C(C)C)C(C)C.[CH2:10]([O:12][C:13]1[C:22]([O:23][CH3:24])=[CH:21][C:20]2[C:19]([C:25]3[CH:33]=[CH:32][C:28]([C:29](O)=[O:30])=[CH:27][CH:26]=3)=[N:18][C@@H:17]3[CH2:34][CH2:35][S:36][CH2:37][C@@H:16]3[C:15]=2[CH:14]=1)[CH3:11].Cl.[F:39][C:40]1[C:72]([F:73])=[C:71]([O:74][CH3:75])[CH:70]=[CH:69][C:41]=1[CH2:42][N:43]1[C:48]2[CH:49]=[C:50]([C:52]3[CH:57]=[CH:56][C:55]([F:58])=[CH:54][C:53]=3[O:59][CH3:60])[S:51][C:47]=2[C:46](=[O:61])[N:45]([CH:62]2[CH2:67][CH2:66][NH:65][CH2:64][CH2:63]2)[C:44]1=[O:68].CN(C(ON1N=NC2C=CC=CC1=2)=[N+](C)C)C.F[P-](F)(F)(F)(F)F.C(=O)(O)[O-].[Na+]. Product: [F:39][C:40]1[C:72]([F:73])=[C:71]([O:74][CH3:75])[CH:70]=[CH:69][C:41]=1[CH2:42][N:43]1[C:48]2[CH:49]=[C:50]([C:52]3[CH:57]=[CH:56][C:55]([F:58])=[CH:54][C:53]=3[O:59][CH3:60])[S:51][C:47]=2[C:46](=[O:61])[N:45]([CH:62]2[CH2:63][CH2:64][N:65]([C:29]([C:28]3[CH:32]=[CH:33][C:25]([C:19]4[C:20]5[CH:21]=[C:22]([O:23][CH3:24])[C:13]([O:12][CH2:10][CH3:11])=[CH:14][C:15]=5[C@H:16]5[CH2:37][S:36][CH2:35][CH2:34][C@H:17]5[N:18]=4)=[CH:26][CH:27]=3)=[O:30])[CH2:66][CH2:67]2)[C:44]1=[O:68]. The catalyst class is: 2. (9) Reactant: [Br:1][C:2]1[CH:3]=[C:4]([C:9]#[C:10][C:11]2[CH:16]=[CH:15][N:14]=[CH:13][C:12]=2[CH3:17])[C:5]([NH2:8])=[N:6][CH:7]=1.CC(C)([O-])C.[K+]. Product: [Br:1][C:2]1[CH:3]=[C:4]2[CH:9]=[C:10]([C:11]3[CH:16]=[CH:15][N:14]=[CH:13][C:12]=3[CH3:17])[NH:8][C:5]2=[N:6][CH:7]=1. The catalyst class is: 179. (10) Reactant: C([Li])CCC.[Si]([O:13][C:14]1[C:19]([C:20]([F:23])([F:22])[F:21])=[CH:18][C:17](I)=[CH:16][N:15]=1)(C(C)(C)C)(C)C.[Br:25][C:26]1[CH:27]=[C:28]([C:32]([C:40]2[CH:45]=[CH:44][CH:43]=[C:42]([F:46])[C:41]=2[C:47]#[N:48])=[N:33]S(C(C)(C)C)=O)[CH:29]=[CH:30][CH:31]=1.Cl. Product: [NH2:48][C:47]1[C:41]2[C:40](=[CH:45][CH:44]=[CH:43][C:42]=2[F:46])[C:32]([C:17]2[CH:18]=[C:19]([C:20]([F:21])([F:22])[F:23])[C:14](=[O:13])[NH:15][CH:16]=2)([C:28]2[CH:29]=[CH:30][CH:31]=[C:26]([Br:25])[CH:27]=2)[N:33]=1. The catalyst class is: 1.